Task: Predict the reaction yield, written as a fraction of the theoretical maximum amount of product (1.0 means a 100% yield; for example, 0.34 means a 34% yield).. Dataset: Reaction yield outcomes from USPTO patents with 853,638 reactions The reactants are [C:1]([O:5][C:6](=[O:22])[NH:7][C@H:8]([C:19](=[S:21])[NH2:20])[CH2:9][C:10]1[CH:15]=[CH:14][C:13]([N+:16]([O-:18])=[O:17])=[CH:12][CH:11]=1)([CH3:4])([CH3:3])[CH3:2].Br[CH2:24][C:25]([C:27]1[CH:32]=[CH:31][CH:30]=[CH:29][CH:28]=1)=O.N1C=CC=CC=1.CC(OC(OC(OC(C)(C)C)=O)=O)(C)C. The catalyst is CC#N.C(OCC)C. The product is [C:1]([O:5][C:6](=[O:22])[NH:7][C@H:8]([C:19]1[S:21][CH:24]=[C:25]([C:27]2[CH:32]=[CH:31][CH:30]=[CH:29][CH:28]=2)[N:20]=1)[CH2:9][C:10]1[CH:15]=[CH:14][C:13]([N+:16]([O-:18])=[O:17])=[CH:12][CH:11]=1)([CH3:4])([CH3:2])[CH3:3]. The yield is 0.390.